Dataset: NCI-60 drug combinations with 297,098 pairs across 59 cell lines. Task: Regression. Given two drug SMILES strings and cell line genomic features, predict the synergy score measuring deviation from expected non-interaction effect. (1) Synergy scores: CSS=48.3, Synergy_ZIP=-6.91, Synergy_Bliss=1.05, Synergy_Loewe=1.37, Synergy_HSA=4.92. Drug 1: COC1=C(C=C2C(=C1)N=CN=C2NC3=CC(=C(C=C3)F)Cl)OCCCN4CCOCC4. Cell line: BT-549. Drug 2: C1=CN(C(=O)N=C1N)C2C(C(C(O2)CO)O)O.Cl. (2) Drug 1: CNC(=O)C1=CC=CC=C1SC2=CC3=C(C=C2)C(=NN3)C=CC4=CC=CC=N4. Cell line: SR. Synergy scores: CSS=61.6, Synergy_ZIP=-5.99, Synergy_Bliss=-4.26, Synergy_Loewe=-24.8, Synergy_HSA=-1.90. Drug 2: CS(=O)(=O)C1=CC(=C(C=C1)C(=O)NC2=CC(=C(C=C2)Cl)C3=CC=CC=N3)Cl. (3) Drug 2: C1CC(=O)NC(=O)C1N2CC3=C(C2=O)C=CC=C3N. Synergy scores: CSS=-5.68, Synergy_ZIP=2.51, Synergy_Bliss=0.269, Synergy_Loewe=-3.18, Synergy_HSA=-3.74. Drug 1: CC1C(C(CC(O1)OC2CC(CC3=C2C(=C4C(=C3O)C(=O)C5=C(C4=O)C(=CC=C5)OC)O)(C(=O)CO)O)N)O.Cl. Cell line: SF-295. (4) Drug 1: C1C(C(OC1N2C=C(C(=O)NC2=O)F)CO)O. Drug 2: C1CC(C1)(C(=O)O)C(=O)O.[NH2-].[NH2-].[Pt+2]. Cell line: UACC62. Synergy scores: CSS=27.4, Synergy_ZIP=-5.77, Synergy_Bliss=1.69, Synergy_Loewe=3.91, Synergy_HSA=4.97. (5) Drug 1: CC12CCC3C(C1CCC2=O)CC(=C)C4=CC(=O)C=CC34C. Drug 2: CN(CC1=CN=C2C(=N1)C(=NC(=N2)N)N)C3=CC=C(C=C3)C(=O)NC(CCC(=O)O)C(=O)O. Cell line: PC-3. Synergy scores: CSS=59.2, Synergy_ZIP=0.574, Synergy_Bliss=-0.517, Synergy_Loewe=0.140, Synergy_HSA=5.33.